Dataset: Peptide-MHC class II binding affinity with 134,281 pairs from IEDB. Task: Regression. Given a peptide amino acid sequence and an MHC pseudo amino acid sequence, predict their binding affinity value. This is MHC class II binding data. (1) The peptide sequence is SGREVIDAMCHATLT. The MHC is DRB5_0101 with pseudo-sequence DRB5_0101. The binding affinity (normalized) is 0.469. (2) The peptide sequence is LHFSEALHIIAGTPE. The MHC is HLA-DQA10104-DQB10503 with pseudo-sequence HLA-DQA10104-DQB10503. The binding affinity (normalized) is 0.346. (3) The peptide sequence is INEPTMAAIAYGLDR. The MHC is HLA-DQA10401-DQB10402 with pseudo-sequence HLA-DQA10401-DQB10402. The binding affinity (normalized) is 0.489. (4) The peptide sequence is EKKYFAATQFEPLVA. The MHC is DRB1_1602 with pseudo-sequence DRB1_1602. The binding affinity (normalized) is 0.660. (5) The peptide sequence is PEFSELFAAFPSFAG. The MHC is HLA-DPA10201-DPB10101 with pseudo-sequence HLA-DPA10201-DPB10101. The binding affinity (normalized) is 0.509. (6) The peptide sequence is KRVSNVIIHGLHLYG. The MHC is DRB1_0802 with pseudo-sequence DRB1_0802. The binding affinity (normalized) is 0.652. (7) The peptide sequence is AFKVAATGANAAPAN. The MHC is DRB1_1001 with pseudo-sequence DRB1_1001. The binding affinity (normalized) is 0.875. (8) The peptide sequence is QYVIRAQLHVGAKQE. The MHC is DRB1_0404 with pseudo-sequence DRB1_0404. The binding affinity (normalized) is 0.797. (9) The MHC is DRB1_1501 with pseudo-sequence DRB1_1501. The binding affinity (normalized) is 0. The peptide sequence is ELSAQYAEAASEVEE.